Predict which catalyst facilitates the given reaction. From a dataset of Catalyst prediction with 721,799 reactions and 888 catalyst types from USPTO. (1) Reactant: [OH:1][C:2]1[CH:15]=[CH:14][C:5]2[C:6]([CH2:9][C:10]([O:12]C)=[O:11])=[CH:7][O:8][C:4]=2[CH:3]=1.Cl[CH2:17][C:18]1[CH:19]=[C:20]([C:24]2[C:29]([CH3:30])=[CH:28][C:27]([O:31][CH2:32][CH2:33][CH2:34][S:35]([CH3:38])(=[O:37])=[O:36])=[CH:26][C:25]=2[CH3:39])[CH:21]=[CH:22][CH:23]=1.P([O-])([O-])([O-])=O.[K+].[K+].[K+].C1(C)C=CC=CC=1. Product: [CH3:39][C:25]1[CH:26]=[C:27]([O:31][CH2:32][CH2:33][CH2:34][S:35]([CH3:38])(=[O:36])=[O:37])[CH:28]=[C:29]([CH3:30])[C:24]=1[C:20]1[CH:21]=[CH:22][CH:23]=[C:18]([CH2:17][O:1][C:2]2[CH:15]=[CH:14][C:5]3[C:6]([CH2:9][C:10]([OH:12])=[O:11])=[CH:7][O:8][C:4]=3[CH:3]=2)[CH:19]=1. The catalyst class is: 35. (2) Reactant: C1C2C(COC(=O)[NH:17][C:18]3[CH:23]=[CH:22][C:21]([S:24][C:25]4[CH:30]=[CH:29][C:28]([C:31](=[O:42])[NH:32][C:33]5[S:34][C:35]([C:38]([CH3:41])([CH3:40])[CH3:39])=[CH:36][N:37]=5)=[CH:27][C:26]=4[NH:43][C:44]4[C:45]5[CH:53]=[CH:52][C:51]([CH:54]([CH3:56])[CH3:55])=[N:50][C:46]=5[N:47]=[CH:48][N:49]=4)=[CH:20][CH:19]=3)C3C(=CC=CC=3)C=2C=CC=1.O.[OH-].[Li+].Cl. Product: [NH2:17][C:18]1[CH:23]=[CH:22][C:21]([S:24][C:25]2[CH:30]=[CH:29][C:28]([C:31]([NH:32][C:33]3[S:34][C:35]([C:38]([CH3:39])([CH3:40])[CH3:41])=[CH:36][N:37]=3)=[O:42])=[CH:27][C:26]=2[NH:43][C:44]2[C:45]3[CH:53]=[CH:52][C:51]([CH:54]([CH3:56])[CH3:55])=[N:50][C:46]=3[N:47]=[CH:48][N:49]=2)=[CH:20][CH:19]=1. The catalyst class is: 708. (3) Product: [O:8]1[C:7]([C:2]2[CH:3]=[CH:4][CH:5]=[CH:6][N:1]=2)=[CH:20][N:19]=[CH:18]1. Reactant: [N:1]1[CH:6]=[CH:5][CH:4]=[CH:3][C:2]=1[CH:7]=[O:8].C1(C)C(S([CH2:18][N+:19]#[C-:20])(=O)=O)=CC=CC=1.C(=O)([O-])[O-].[K+].[K+]. The catalyst class is: 5. (4) Product: [NH:1]1[C:5]2[CH:6]=[CH:7][CH:8]=[CH:9][C:4]=2[N:3]=[C:2]1[CH2:10][N:11]([CH3:24])[CH:12]1[C:21]2[N:20]=[CH:19][CH:18]=[CH:17][C:16]=2[CH2:15][CH2:14][CH2:13]1. The catalyst class is: 417. Reactant: [NH:1]1[C:5]2[CH:6]=[CH:7][CH:8]=[CH:9][C:4]=2[N:3]=[C:2]1[CH2:10][NH:11][CH:12]1[C:21]2[N:20]=[CH:19][CH:18]=[CH:17][C:16]=2[CH2:15][CH2:14][CH2:13]1.C=O.[C:24](O)(=O)C.[BH-](OC(C)=O)(OC(C)=O)OC(C)=O.[Na+].C([O-])([O-])=O.[Na+].[Na+]. (5) Reactant: [CH3:1][O:2][CH2:3][CH2:4][N:5]([CH3:24])[C:6]1[N:10]2[C:11]([C:20]([F:23])([F:22])[F:21])=[CH:12][CH:13]=[C:14]([C:15]([O:17]CC)=[O:16])[C:9]2=[N:8][N:7]=1.[OH-].[Na+]. Product: [CH3:1][O:2][CH2:3][CH2:4][N:5]([CH3:24])[C:6]1[N:10]2[C:11]([C:20]([F:22])([F:21])[F:23])=[CH:12][CH:13]=[C:14]([C:15]([OH:17])=[O:16])[C:9]2=[N:8][N:7]=1. The catalyst class is: 8. (6) Reactant: [N:1]1([C:7]2[C:8]3[N:22]=[N:21][N:20]([CH2:23][CH2:24][N:25]4[CH2:30][CH2:29][NH:28][CH2:27][CH2:26]4)[C:9]=3[N:10]=[C:11]([C:13]3[CH:14]=[C:15]([OH:19])[CH:16]=[CH:17][CH:18]=3)[N:12]=2)[CH2:6][CH2:5][O:4][CH2:3][CH2:2]1.CCN(CC)CC.[F:38][C:39]1[CH:47]=[CH:46][C:42]([C:43](Cl)=[O:44])=[CH:41][CH:40]=1. Product: [F:38][C:39]1[CH:47]=[CH:46][C:42]([C:43]([N:28]2[CH2:27][CH2:26][N:25]([CH2:24][CH2:23][N:20]3[C:9]4[N:10]=[C:11]([C:13]5[CH:14]=[C:15]([OH:19])[CH:16]=[CH:17][CH:18]=5)[N:12]=[C:7]([N:1]5[CH2:2][CH2:3][O:4][CH2:5][CH2:6]5)[C:8]=4[N:22]=[N:21]3)[CH2:30][CH2:29]2)=[O:44])=[CH:41][CH:40]=1. The catalyst class is: 1. (7) Reactant: [NH2:1][C:2]1[CH:7]=[CH:6][C:5]([C:8]2[CH:13]=[CH:12][C:11]([C:14]#[N:15])=[CH:10][CH:9]=2)=[CH:4][CH:3]=1.[CH2:16]([S:18](Cl)(=[O:20])=[O:19])[CH3:17]. Product: [C:14]([C:11]1[CH:12]=[CH:13][C:8]([C:5]2[CH:4]=[CH:3][C:2]([NH:1][S:18]([CH2:16][CH3:17])(=[O:20])=[O:19])=[CH:7][CH:6]=2)=[CH:9][CH:10]=1)#[N:15]. The catalyst class is: 4.